Dataset: Reaction yield outcomes from USPTO patents with 853,638 reactions. Task: Predict the reaction yield, written as a fraction of the theoretical maximum amount of product (1.0 means a 100% yield; for example, 0.34 means a 34% yield). (1) The reactants are C(OC([N:8]1[CH2:13][CH2:12][N:11]([C:14]([CH:16]2[CH2:21][CH2:20][N:19]([C:22]3[CH:27]=[CH:26][C:25](=[O:28])[NH:24][N:23]=3)[CH2:18][CH2:17]2)=[O:15])[CH2:10][CH2:9]1)=O)(C)(C)C.[ClH:29]. The catalyst is CO. The product is [ClH:29].[N:11]1([C:14]([CH:16]2[CH2:21][CH2:20][N:19]([C:22]3[CH:27]=[CH:26][C:25](=[O:28])[NH:24][N:23]=3)[CH2:18][CH2:17]2)=[O:15])[CH2:12][CH2:13][NH:8][CH2:9][CH2:10]1. The yield is 0.990. (2) The reactants are [F:1][C:2]1[CH:3]=[C:4]([OH:10])[CH:5]=[C:6]([O:8][CH3:9])[CH:7]=1.C1C(=O)N([Cl:18])C(=O)C1. The catalyst is ClCCCl. The product is [Cl:18][C:3]1[C:2]([F:1])=[CH:7][C:6]([O:8][CH3:9])=[CH:5][C:4]=1[OH:10].[Cl:18][C:7]1[C:6]([O:8][CH3:9])=[CH:5][C:4]([OH:10])=[CH:3][C:2]=1[F:1]. The yield is 0.360. (3) The reactants are [N:1]1[CH:6]=[CH:5][CH:4]=[CH:3][C:2]=1[C:7]([C:9]1[C:17]2[O:16][CH2:15][CH2:14][C:13]=2[CH:12]=[CH:11][CH:10]=1)=[O:8].[N+:18]([O-])([OH:20])=[O:19].[OH-].[Na+]. The catalyst is OS(O)(=O)=O. The product is [N:1]1[CH:6]=[CH:5][CH:4]=[CH:3][C:2]=1[C:7]([C:9]1[C:17]2[O:16][CH2:15][CH2:14][C:13]=2[CH:12]=[C:11]([N+:18]([O-:20])=[O:19])[CH:10]=1)=[O:8]. The yield is 0.880. (4) The reactants are C(OC([N:8]1[CH2:13][CH2:12][CH:11]([C:14]2[C:19]([C:20]3[CH:25]=[CH:24][CH:23]=[CH:22][CH:21]=3)=[N:18][CH:17]=[CH:16][N:15]=2)[CH2:10][CH2:9]1)=O)(C)(C)C.[ClH:26].CO. No catalyst specified. The product is [ClH:26].[C:20]1([C:19]2[C:14]([CH:11]3[CH2:12][CH2:13][NH:8][CH2:9][CH2:10]3)=[N:15][CH:16]=[CH:17][N:18]=2)[CH:21]=[CH:22][CH:23]=[CH:24][CH:25]=1. The yield is 1.00.